Dataset: Full USPTO retrosynthesis dataset with 1.9M reactions from patents (1976-2016). Task: Predict the reactants needed to synthesize the given product. (1) Given the product [C:17]1([S:16][C:7]2[C:6]([CH:5]=[CH:4][C:3]([OH:23])=[O:2])=[CH:11][CH:10]=[C:9]([C:12]([F:14])([F:15])[F:13])[N:8]=2)[CH:18]=[CH:19][CH:20]=[CH:21][CH:22]=1, predict the reactants needed to synthesize it. The reactants are: C[O:2][C:3](=[O:23])[CH:4]=[CH:5][C:6]1[C:7]([S:16][C:17]2[CH:22]=[CH:21][CH:20]=[CH:19][CH:18]=2)=[N:8][C:9]([C:12]([F:15])([F:14])[F:13])=[CH:10][CH:11]=1.[Li+].[OH-]. (2) Given the product [CH3:21][O:22][C:23]1[N:28]2[N:29]=[C:30]([C:32]#[N:33])[CH:31]=[C:27]2[C:26]([C:35]2[CH:36]([CH3:42])[CH2:37][C:38](=[O:41])[NH:39][N:40]=2)=[CH:25][CH:24]=1, predict the reactants needed to synthesize it. The reactants are: C(N(CC)CC)C.FC(F)(F)C(OC(=O)C(F)(F)F)=O.[CH3:21][O:22][C:23]1[N:28]2[N:29]=[C:30]([CH:32]=[N:33]O)[CH:31]=[C:27]2[C:26]([C:35]2[CH:36]([CH3:42])[CH2:37][C:38](=[O:41])[NH:39][N:40]=2)=[CH:25][CH:24]=1.C(=O)(O)[O-].[Na+].